From a dataset of Experimentally validated miRNA-target interactions with 360,000+ pairs, plus equal number of negative samples. Binary Classification. Given a miRNA mature sequence and a target amino acid sequence, predict their likelihood of interaction. (1) The miRNA is hsa-miR-6787-3p with sequence UCUCAGCUGCUGCCCUCUCCAG. The protein sequence of the target gene is MGRKRLITDSYPVVKRREGPAGHSKGELAPELGEEPQPRDEEEAELELLRQFDLAWQYGPCTGITRLQRWCRAKQMGLEPPPEVWQVLKTHPGDPRFQCSLWHLYPL. Result: 1 (interaction). (2) The miRNA is hsa-miR-95-5p with sequence UCAAUAAAUGUCUGUUGAAUU. The protein sequence of the target gene is MFFYLSKKISIPNNVKLQCVSWNKEQGFIACGGEDGLLKVLKLETQTDDAKLRGLAAPSNLSMNQTLEGHSGSVQVVTWNEQYQKLTTSDENGLIIVWMLYKGSWIEEMINNRNKSVVRSMSWNADGQKICIVYEDGAVIVGSVDGNRIWGKDLKGIQLSHVTWSADSKVLLFGMANGEIHIYDNQGNFMIKMKLSCLVNVTGAISIAGIHWYHGTEGYVEPDCPCLAVCFDNGRCQIMRHENDQNPVLIDTGMYVVGIQWNHMGSVLAVAGFQKAAMQDKDVNIVQFYTPFGEHLGTLK.... Result: 1 (interaction). (3) The miRNA is rno-miR-497-5p with sequence CAGCAGCACACUGUGGUUUGUA. The protein sequence of the target gene is MELSQLLNEIRANYEKILTRNQIETVLSTRIQLEEDISKKMDKDEEALKAAQAELKEARRQWHHLQVEIESLHAVERGLENSLHASEQHYQMQLQDLETVIEGLEKELQEVRRGIEKQLQEHEMLLNTKMRLEQEIATYRHLLEKEEIRYYGCIQGGKKDKKPTTSRVGFVLPSAIINEISFTTKVPQKYENENVETVTKQAILNGSIVKESTEAHGTIQTEKVDEVIKEWEGSFFKDNPRLRKKSVSLRFDLHLAATDEGCLETKQDNLPDIEVRLIMRRSCSIPSIKPPSTAN. Result: 0 (no interaction).